This data is from NCI-60 drug combinations with 297,098 pairs across 59 cell lines. The task is: Regression. Given two drug SMILES strings and cell line genomic features, predict the synergy score measuring deviation from expected non-interaction effect. (1) Drug 1: CC1=C2C(C(=O)C3(C(CC4C(C3C(C(C2(C)C)(CC1OC(=O)C(C(C5=CC=CC=C5)NC(=O)OC(C)(C)C)O)O)OC(=O)C6=CC=CC=C6)(CO4)OC(=O)C)OC)C)OC. Drug 2: CC1OCC2C(O1)C(C(C(O2)OC3C4COC(=O)C4C(C5=CC6=C(C=C35)OCO6)C7=CC(=C(C(=C7)OC)O)OC)O)O. Cell line: HCT116. Synergy scores: CSS=76.8, Synergy_ZIP=4.98, Synergy_Bliss=4.10, Synergy_Loewe=6.66, Synergy_HSA=9.88. (2) Drug 1: CC1=C(C=C(C=C1)NC2=NC=CC(=N2)N(C)C3=CC4=NN(C(=C4C=C3)C)C)S(=O)(=O)N.Cl. Drug 2: C(CCl)NC(=O)N(CCCl)N=O. Cell line: A549. Synergy scores: CSS=1.84, Synergy_ZIP=0.770, Synergy_Bliss=2.33, Synergy_Loewe=-1.97, Synergy_HSA=-1.35. (3) Drug 1: C1CC(C1)(C(=O)O)C(=O)O.[NH2-].[NH2-].[Pt+2]. Drug 2: CC1=C(C=C(C=C1)NC(=O)C2=CC=C(C=C2)CN3CCN(CC3)C)NC4=NC=CC(=N4)C5=CN=CC=C5. Cell line: A549. Synergy scores: CSS=-1.49, Synergy_ZIP=-1.59, Synergy_Bliss=2.51, Synergy_Loewe=-6.12, Synergy_HSA=-1.09. (4) Drug 1: CCCCCOC(=O)NC1=NC(=O)N(C=C1F)C2C(C(C(O2)C)O)O. Drug 2: CC1=C2C(C(=O)C3(C(CC4C(C3C(C(C2(C)C)(CC1OC(=O)C(C(C5=CC=CC=C5)NC(=O)OC(C)(C)C)O)O)OC(=O)C6=CC=CC=C6)(CO4)OC(=O)C)O)C)O. Cell line: OVCAR3. Synergy scores: CSS=17.7, Synergy_ZIP=6.78, Synergy_Bliss=9.10, Synergy_Loewe=9.31, Synergy_HSA=6.85. (5) Drug 1: CC1C(C(=O)NC(C(=O)N2CCCC2C(=O)N(CC(=O)N(C(C(=O)O1)C(C)C)C)C)C(C)C)NC(=O)C3=C4C(=C(C=C3)C)OC5=C(C(=O)C(=C(C5=N4)C(=O)NC6C(OC(=O)C(N(C(=O)CN(C(=O)C7CCCN7C(=O)C(NC6=O)C(C)C)C)C)C(C)C)C)N)C. Drug 2: C1C(C(OC1N2C=NC(=NC2=O)N)CO)O. Cell line: NCI-H322M. Synergy scores: CSS=12.9, Synergy_ZIP=0.459, Synergy_Bliss=3.35, Synergy_Loewe=2.27, Synergy_HSA=1.94. (6) Synergy scores: CSS=25.5, Synergy_ZIP=-5.34, Synergy_Bliss=2.56, Synergy_Loewe=-8.85, Synergy_HSA=3.11. Cell line: TK-10. Drug 1: CC1=C2C(C(=O)C3(C(CC4C(C3C(C(C2(C)C)(CC1OC(=O)C(C(C5=CC=CC=C5)NC(=O)C6=CC=CC=C6)O)O)OC(=O)C7=CC=CC=C7)(CO4)OC(=O)C)O)C)OC(=O)C. Drug 2: C1CN(CCN1C(=O)CCBr)C(=O)CCBr.